Dataset: NCI-60 drug combinations with 297,098 pairs across 59 cell lines. Task: Regression. Given two drug SMILES strings and cell line genomic features, predict the synergy score measuring deviation from expected non-interaction effect. (1) Drug 1: C1=CC(=CC=C1C#N)C(C2=CC=C(C=C2)C#N)N3C=NC=N3. Synergy scores: CSS=-1.89, Synergy_ZIP=1.45, Synergy_Bliss=1.21, Synergy_Loewe=-1.96, Synergy_HSA=-1.76. Drug 2: CC(C)CN1C=NC2=C1C3=CC=CC=C3N=C2N. Cell line: SK-MEL-5. (2) Drug 1: CC1=C(C=C(C=C1)NC(=O)C2=CC=C(C=C2)CN3CCN(CC3)C)NC4=NC=CC(=N4)C5=CN=CC=C5. Drug 2: CC1=C2C(C(=O)C3(C(CC4C(C3C(C(C2(C)C)(CC1OC(=O)C(C(C5=CC=CC=C5)NC(=O)OC(C)(C)C)O)O)OC(=O)C6=CC=CC=C6)(CO4)OC(=O)C)O)C)O. Cell line: T-47D. Synergy scores: CSS=12.1, Synergy_ZIP=16.6, Synergy_Bliss=19.3, Synergy_Loewe=5.82, Synergy_HSA=6.80. (3) Drug 1: CS(=O)(=O)C1=CC(=C(C=C1)C(=O)NC2=CC(=C(C=C2)Cl)C3=CC=CC=N3)Cl. Drug 2: CC1C(C(CC(O1)OC2CC(CC3=C2C(=C4C(=C3O)C(=O)C5=C(C4=O)C(=CC=C5)OC)O)(C(=O)C)O)N)O.Cl. Cell line: KM12. Synergy scores: CSS=48.8, Synergy_ZIP=5.12, Synergy_Bliss=5.68, Synergy_Loewe=7.70, Synergy_HSA=11.1. (4) Drug 1: CN(CC1=CN=C2C(=N1)C(=NC(=N2)N)N)C3=CC=C(C=C3)C(=O)NC(CCC(=O)O)C(=O)O. Drug 2: C1CN(P(=O)(OC1)NCCCl)CCCl. Cell line: A498. Synergy scores: CSS=12.7, Synergy_ZIP=-2.39, Synergy_Bliss=-1.55, Synergy_Loewe=-20.9, Synergy_HSA=-1.77.